From a dataset of Forward reaction prediction with 1.9M reactions from USPTO patents (1976-2016). Predict the product of the given reaction. (1) Given the reactants [CH3:1][O:2][CH2:3][C:4]1[CH:11]=[CH:10][CH:9]=[CH:8][C:5]=1[CH2:6]Br.CN(C)C(=O)C.[CH:18]1([C:24](Cl)=[O:25])[CH2:23][CH2:22][CH2:21][CH2:20][CH2:19]1, predict the reaction product. The product is: [CH:18]1([C:24](=[O:25])[CH2:6][C:5]2[CH:8]=[CH:9][CH:10]=[CH:11][C:4]=2[CH2:3][O:2][CH3:1])[CH2:23][CH2:22][CH2:21][CH2:20][CH2:19]1. (2) The product is: [CH3:1][C:2]1[CH:3]=[C:4]([C:8]2[N:9]=[C:10]3[CH:15]=[CH:14][CH:13]=[N:12][N:11]3[C:16]=2[C:17]2[CH:22]=[CH:21][N:20]=[C:19]([NH:23][C:31]([NH:30][C:24]3[CH:29]=[CH:28][CH:27]=[CH:26][CH:25]=3)=[O:32])[CH:18]=2)[CH:5]=[CH:6][CH:7]=1. Given the reactants [CH3:1][C:2]1[CH:3]=[C:4]([C:8]2[N:9]=[C:10]3[CH:15]=[CH:14][CH:13]=[N:12][N:11]3[C:16]=2[C:17]2[CH:22]=[CH:21][N:20]=[C:19]([NH2:23])[CH:18]=2)[CH:5]=[CH:6][CH:7]=1.[C:24]1([N:30]=[C:31]=[O:32])[CH:29]=[CH:28][CH:27]=[CH:26][CH:25]=1.C(=O)([O-])O.[Na+], predict the reaction product.